This data is from Peptide-MHC class II binding affinity with 134,281 pairs from IEDB. The task is: Regression. Given a peptide amino acid sequence and an MHC pseudo amino acid sequence, predict their binding affinity value. This is MHC class II binding data. (1) The peptide sequence is GSLKPNCGNKVVVSY. The MHC is HLA-DPA10201-DPB11401 with pseudo-sequence HLA-DPA10201-DPB11401. The binding affinity (normalized) is 0.116. (2) The peptide sequence is IFRHWYWQQPYYIVA. The MHC is HLA-DQA10501-DQB10201 with pseudo-sequence HLA-DQA10501-DQB10201. The binding affinity (normalized) is 0.607.